From a dataset of KCNQ2 potassium channel screen with 302,405 compounds. Binary Classification. Given a drug SMILES string, predict its activity (active/inactive) in a high-throughput screening assay against a specified biological target. (1) The drug is Brc1cc2C(N(C(=Nc2cc1)CC)CC(OC)=O)c1ccccc1. The result is 0 (inactive). (2) The molecule is O=c1n(nc(c(c1C#N)C)C(O)=O)c1c(cccc1)C. The result is 0 (inactive). (3) The drug is Fc1ccc(C2=NOC(C2)c2oc(nn2)c2ccccc2)cc1. The result is 0 (inactive). (4) The molecule is O1CCN(CC1)Cc1ccc(N)cc1. The result is 0 (inactive). (5) The result is 0 (inactive). The drug is Clc1c(C(=O)N2CCC(O)(CC2)c2cccnc2)cccc1. (6) The compound is Oc1c2[n+]([O-])c(ccc2c(cc1C)C)C. The result is 0 (inactive). (7) The molecule is O=C(Nc1n(ncc1)C1CCN(CC1)CCCc1ccccc1)c1c(cccc1)C. The result is 0 (inactive).